This data is from Peptide-MHC class I binding affinity with 185,985 pairs from IEDB/IMGT. The task is: Regression. Given a peptide amino acid sequence and an MHC pseudo amino acid sequence, predict their binding affinity value. This is MHC class I binding data. (1) The peptide sequence is GVDGLGVSV. The MHC is HLA-B51:01 with pseudo-sequence HLA-B51:01. The binding affinity (normalized) is 0.0847. (2) The peptide sequence is STLAGVNVG. The MHC is HLA-A02:01 with pseudo-sequence HLA-A02:01. The binding affinity (normalized) is 0. (3) The peptide sequence is KECVDGTLL. The MHC is HLA-B40:01 with pseudo-sequence HLA-B40:01. The binding affinity (normalized) is 0.733. (4) The peptide sequence is AVFIHNFKR. The MHC is HLA-A03:01 with pseudo-sequence HLA-A03:01. The binding affinity (normalized) is 0.613. (5) The peptide sequence is YSISNDLLY. The MHC is HLA-A03:01 with pseudo-sequence HLA-A03:01. The binding affinity (normalized) is 0.346. (6) The peptide sequence is SVYGLMGFH. The MHC is HLA-A03:01 with pseudo-sequence HLA-A03:01. The binding affinity (normalized) is 0.686. (7) The peptide sequence is FLGKIWPSHK. The MHC is HLA-B58:01 with pseudo-sequence HLA-B58:01. The binding affinity (normalized) is 0.00839. (8) The peptide sequence is MALTDSGPK. The MHC is Mamu-A2601 with pseudo-sequence Mamu-A2601. The binding affinity (normalized) is 0. (9) The peptide sequence is FGVFTTNIW. The MHC is HLA-B53:01 with pseudo-sequence HLA-B53:01. The binding affinity (normalized) is 0.564.